Dataset: NCI-60 drug combinations with 297,098 pairs across 59 cell lines. Task: Regression. Given two drug SMILES strings and cell line genomic features, predict the synergy score measuring deviation from expected non-interaction effect. Drug 1: CC1=CC=C(C=C1)C2=CC(=NN2C3=CC=C(C=C3)S(=O)(=O)N)C(F)(F)F. Drug 2: CC1=C(C=C(C=C1)NC(=O)C2=CC=C(C=C2)CN3CCN(CC3)C)NC4=NC=CC(=N4)C5=CN=CC=C5. Cell line: U251. Synergy scores: CSS=14.2, Synergy_ZIP=-5.74, Synergy_Bliss=-3.99, Synergy_Loewe=-0.599, Synergy_HSA=-0.992.